This data is from Forward reaction prediction with 1.9M reactions from USPTO patents (1976-2016). The task is: Predict the product of the given reaction. (1) Given the reactants CC1C=CC(S(O[CH2:12][C@H:13]2[CH2:17][CH2:16][C@@H:15]([NH:18][C:19]([O:21][C:22]([CH3:25])([CH3:24])[CH3:23])=[O:20])[CH2:14]2)(=O)=O)=CC=1.[CH2:26]([N:28]1[CH2:33][CH2:32][NH:31][CH2:30][CH2:29]1)[CH3:27], predict the reaction product. The product is: [CH2:26]([N:28]1[CH2:33][CH2:32][N:31]([CH2:12][C@H:13]2[CH2:17][CH2:16][C@@H:15]([NH:18][C:19](=[O:20])[O:21][C:22]([CH3:23])([CH3:24])[CH3:25])[CH2:14]2)[CH2:30][CH2:29]1)[CH3:27]. (2) Given the reactants Cl[C:2]1[C:11]2=[N:12][N:13](CC3C=CC(OC)=CC=3)[CH:14]=[C:10]2[C:9]2[CH:8]=[CH:7][CH:6]=[CH:5][C:4]=2[N:3]=1.[Cl:24][C:25]1[CH:26]=[C:27]([CH:29]=[CH:30][CH:31]=1)[NH2:28].Cl, predict the reaction product. The product is: [Cl:24][C:25]1[CH:26]=[C:27]([NH:28][C:2]2[C:11]3=[N:12][NH:13][CH:14]=[C:10]3[C:9]3[CH:8]=[CH:7][CH:6]=[CH:5][C:4]=3[N:3]=2)[CH:29]=[CH:30][CH:31]=1. (3) Given the reactants [NH:1]1[C:9]2[C:4](=[CH:5][CH:6]=[CH:7][CH:8]=2)[CH:3]=[CH:2]1.I[C:11]1[CH:16]=[CH:15][CH:14]=[CH:13][C:12]=1[CH3:17], predict the reaction product. The product is: [CH3:17][C:12]1[CH:13]=[CH:14][CH:15]=[CH:16][C:11]=1[N:1]1[C:9]2[C:4](=[CH:5][CH:6]=[CH:7][CH:8]=2)[CH:3]=[CH:2]1. (4) Given the reactants [Cl:1][C:2]1[CH:7]=[CH:6][C:5]([C:8]2[N:12]([CH:13]3[CH2:15][CH2:14]3)[C:11](=[O:16])[N:10]([CH2:17][C:18]([NH:20][NH2:21])=O)[N:9]=2)=[CH:4][CH:3]=1.Cl.[F:23][C:24]([F:35])([F:34])[C:25]1[CH:26]=[C:27]([CH:31]=[CH:32][CH:33]=1)[C:28](N)=[NH:29], predict the reaction product. The product is: [Cl:1][C:2]1[CH:7]=[CH:6][C:5]([C:8]2[N:12]([CH:13]3[CH2:15][CH2:14]3)[C:11](=[O:16])[N:10]([CH2:17][C:18]3[NH:29][C:28]([C:27]4[CH:31]=[CH:32][CH:33]=[C:25]([C:24]([F:23])([F:34])[F:35])[CH:26]=4)=[N:21][N:20]=3)[N:9]=2)=[CH:4][CH:3]=1.